From a dataset of Forward reaction prediction with 1.9M reactions from USPTO patents (1976-2016). Predict the product of the given reaction. (1) The product is: [Br-:7].[C:20]([O:19][CH:18]([CH2:17][CH2:16][CH2:15][CH2:14][CH2:13][CH2:12][CH2:11][CH2:10][CH3:9])[CH2:1][N+:2]1[CH:6]=[CH:5][N:4]([CH3:24])[CH:3]=1)(=[O:23])[CH:21]=[CH2:22]. Given the reactants [CH3:1][N:2]1[CH:6]=[CH:5][N:4]=[CH:3]1.[Br:7]C[CH2:9][CH2:10][CH2:11][CH2:12][CH2:13][CH2:14][CH2:15][CH2:16][CH2:17][CH2:18][O:19][C:20](=[O:23])[CH:21]=[CH2:22].[C:24](C1C=C(C)C=C(C(C)(C)C)C=1O)(C)(C)C, predict the reaction product. (2) Given the reactants [O:1]=[S:2]1(=[O:27])[CH2:6][CH2:5][CH2:4][N:3]1[C:7]1[CH:12]=[CH:11][C:10]([C:13]2[N:14]([CH2:25][CH3:26])[C:15]3[C:20]([C:21]=2[C:22]#[N:23])=[CH:19][CH:18]=[C:17]([OH:24])[CH:16]=3)=[CH:9][CH:8]=1.C([O-])([O-])=O.[K+].[K+].[I-].[Na+].Cl.Cl[CH2:38][CH2:39][N:40]1[CH2:45][CH2:44][O:43][CH2:42][CH2:41]1, predict the reaction product. The product is: [O:27]=[S:2]1(=[O:1])[CH2:6][CH2:5][CH2:4][N:3]1[C:7]1[CH:8]=[CH:9][C:10]([C:13]2[N:14]([CH2:25][CH3:26])[C:15]3[C:20]([C:21]=2[C:22]#[N:23])=[CH:19][CH:18]=[C:17]([O:24][CH2:38][CH2:39][N:40]2[CH2:45][CH2:44][O:43][CH2:42][CH2:41]2)[CH:16]=3)=[CH:11][CH:12]=1. (3) Given the reactants [Cl:1][C:2]1[CH:7]=[C:6]([CH3:8])[CH:5]=[CH:4][C:3]=1[NH:9][C:10]1[N:15]=[CH:14][C:13]2[C:16]([CH2:29][N:30](C)[C:31](=O)OC(C)(C)C)=[CH:17][N:18]([S:19]([C:22]3[CH:27]=[CH:26][CH:25]=[C:24]([F:28])[CH:23]=3)(=[O:21])=[O:20])[C:12]=2[CH:11]=1.Cl.CO, predict the reaction product. The product is: [ClH:1].[Cl:1][C:2]1[CH:7]=[C:6]([CH3:8])[CH:5]=[CH:4][C:3]=1[NH:9][C:10]1[N:15]=[CH:14][C:13]2[C:16]([CH2:29][NH:30][CH3:31])=[CH:17][N:18]([S:19]([C:22]3[CH:27]=[CH:26][CH:25]=[C:24]([F:28])[CH:23]=3)(=[O:21])=[O:20])[C:12]=2[CH:11]=1. (4) Given the reactants O[C:2]1([C:26]([F:29])([F:28])[F:27])[C:10]2[C:5](=[CH:6][CH:7]=[C:8]([N:11]3[CH:16]=[C:15]([C:17]([O:19][CH2:20][CH3:21])=[O:18])[C:14](=[O:22])[NH:13][C:12]3=[O:23])[CH:9]=2)[N:4]([CH3:24])[C:3]1=[O:25].C(N(S(F)(F)[F:36])CC)C, predict the reaction product. The product is: [F:36][C:2]1([C:26]([F:28])([F:27])[F:29])[C:10]2[C:5](=[CH:6][CH:7]=[C:8]([N:11]3[CH:16]=[C:15]([C:17]([O:19][CH2:20][CH3:21])=[O:18])[C:14](=[O:22])[NH:13][C:12]3=[O:23])[CH:9]=2)[N:4]([CH3:24])[C:3]1=[O:25].